This data is from Blood-brain barrier permeability classification from the B3DB database. The task is: Regression/Classification. Given a drug SMILES string, predict its absorption, distribution, metabolism, or excretion properties. Task type varies by dataset: regression for continuous measurements (e.g., permeability, clearance, half-life) or binary classification for categorical outcomes (e.g., BBB penetration, CYP inhibition). Dataset: b3db_classification. (1) The molecule is CN(C)[C@@H]1CCc2[nH]c3c(F)cc(F)cc3c2C1. The result is 1 (penetrates BBB). (2) The result is 0 (does not penetrate BBB). The molecule is CC(=O)N1CCN(C(=O)Cc2cc(F)cc(F)c2)[C@@H](CN2CC[C@H](O)C2)C1. (3) The compound is CN1CCO[C@@H](c2ccccc2)c2ccccc2C1. The result is 1 (penetrates BBB).